Dataset: Reaction yield outcomes from USPTO patents with 853,638 reactions. Task: Predict the reaction yield, written as a fraction of the theoretical maximum amount of product (1.0 means a 100% yield; for example, 0.34 means a 34% yield). (1) The reactants are [F:1][C:2]1[CH:10]=[C:9]2[C:5]([C:6]([C:20]3[CH:21]=[N:22][NH:23][CH:24]=3)=[CH:7][N:8]2[S:11]([C:14]2[CH:19]=[CH:18][CH:17]=[CH:16][CH:15]=2)(=[O:13])=[O:12])=[CH:4][CH:3]=1.[CH3:25][CH:26]([CH2:31]OS(C)(=O)=O)[C:27]([O:29][CH3:30])=[O:28]. No catalyst specified. The product is [F:1][C:2]1[CH:10]=[C:9]2[C:5]([C:6]([C:20]3[CH:24]=[N:23][N:22]([CH2:25][CH:26]([CH3:31])[C:27]([O:29][CH3:30])=[O:28])[CH:21]=3)=[CH:7][N:8]2[S:11]([C:14]2[CH:15]=[CH:16][CH:17]=[CH:18][CH:19]=2)(=[O:12])=[O:13])=[CH:4][CH:3]=1. The yield is 0.390. (2) The reactants are [N:1]#[C:2]Br.[CH2:4]([S:11][C:12]1[CH:13]=[C:14]([CH:16]=[CH:17][CH:18]=1)[NH2:15])[C:5]1[CH:10]=[CH:9][CH:8]=[CH:7][CH:6]=1. The catalyst is C(OCC)C. The product is [CH2:4]([S:11][C:12]1[CH:13]=[C:14]([NH:15][C:2]#[N:1])[CH:16]=[CH:17][CH:18]=1)[C:5]1[CH:6]=[CH:7][CH:8]=[CH:9][CH:10]=1. The yield is 0.550. (3) The reactants are [CH3:1][C:2](=[CH:4][CH:5]=[C:6]([CH3:8])[CH3:7])[CH3:3].[N+](=[CH:11][C:12]([O:14][C:15]([CH3:18])([CH3:17])[CH3:16])=[O:13])=[N-]. No catalyst specified. The product is [CH3:7][C:6]1([CH3:8])[CH:5]([CH:4]=[C:2]([CH3:3])[CH3:1])[CH:11]1[C:12]([O:14][C:15]([CH3:18])([CH3:17])[CH3:16])=[O:13]. The yield is 0.890. (4) The yield is 0.660. The catalyst is CO.[OH-].[OH-].[Pd+2]. The reactants are C([N:8](CC1C=CC=CC=1)[CH2:9][CH2:10][CH:11]1[CH2:16][CH2:15][N:14]([C:17]2[CH:22]=[C:21]([CH3:23])[N:20]=[C:19]([CH3:24])[N:18]=2)[CH2:13][CH2:12]1)C1C=CC=CC=1. The product is [CH3:24][C:19]1[N:18]=[C:17]([N:14]2[CH2:13][CH2:12][CH:11]([CH2:10][CH2:9][NH2:8])[CH2:16][CH2:15]2)[CH:22]=[C:21]([CH3:23])[N:20]=1. (5) The reactants are [C:1]([O:5][C:6]([N:8]([C:26]([O:28][C:29]([CH3:32])([CH3:31])[CH3:30])=[O:27])[C:9]1[C:17]2[C:12](=[CH:13][CH:14]=[C:15](Br)[CH:16]=2)[N:11]([C:19]([O:21][C:22]([CH3:25])([CH3:24])[CH3:23])=[O:20])[N:10]=1)=[O:7])([CH3:4])([CH3:3])[CH3:2].[Cl:33][C:34]1[CH:35]=[CH:36][C:37]([OH:43])=[C:38](B(O)O)[CH:39]=1.C(=O)([O-])[O-].[Na+].[Na+]. The catalyst is C(COC)OC.C1C=CC([P]([Pd]([P](C2C=CC=CC=2)(C2C=CC=CC=2)C2C=CC=CC=2)([P](C2C=CC=CC=2)(C2C=CC=CC=2)C2C=CC=CC=2)[P](C2C=CC=CC=2)(C2C=CC=CC=2)C2C=CC=CC=2)(C2C=CC=CC=2)C2C=CC=CC=2)=CC=1. The product is [C:1]([O:5][C:6]([N:8]([C:26]([O:28][C:29]([CH3:32])([CH3:31])[CH3:30])=[O:27])[C:9]1[C:17]2[C:12](=[CH:13][CH:14]=[C:15]([C:36]3[CH:35]=[C:34]([Cl:33])[CH:39]=[CH:38][C:37]=3[OH:43])[CH:16]=2)[N:11]([C:19]([O:21][C:22]([CH3:25])([CH3:24])[CH3:23])=[O:20])[N:10]=1)=[O:7])([CH3:4])([CH3:3])[CH3:2]. The yield is 0.840. (6) The reactants are [Al+3].[Cl-].[Cl-].[Cl-].[F:5][C:6]1[CH:7]=[C:8]([CH2:13][CH2:14][C:15](Cl)=[O:16])[CH:9]=[CH:10][C:11]=1[F:12]. The catalyst is C(=S)=S. The product is [F:5][C:6]1[CH:7]=[C:8]2[C:9](=[CH:10][C:11]=1[F:12])[C:15](=[O:16])[CH2:14][CH2:13]2. The yield is 0.700.